Predict the product of the given reaction. From a dataset of Forward reaction prediction with 1.9M reactions from USPTO patents (1976-2016). (1) Given the reactants [CH2:1]([O:8][C:9]1[C:19](=[O:20])[N:18]2[C:12]([CH2:13][S:14][CH2:15][CH2:16][CH2:17]2)=[N:11][C:10]=1[C:21]([O:23][CH2:24][CH3:25])=[O:22])[C:2]1[CH:7]=[CH:6][CH:5]=[CH:4][CH:3]=1.IC.[Li+].[CH3:29][Si]([N-][Si](C)(C)C)(C)C, predict the reaction product. The product is: [CH2:1]([O:8][C:9]1[C:19](=[O:20])[N:18]2[C:12]([CH:13]([CH3:29])[S:14][CH2:15][CH2:16][CH2:17]2)=[N:11][C:10]=1[C:21]([O:23][CH2:24][CH3:25])=[O:22])[C:2]1[CH:3]=[CH:4][CH:5]=[CH:6][CH:7]=1. (2) Given the reactants Br[C:2]1[CH:3]=[C:4]([C:7]2[CH:12]=[CH:11][N:10]=[C:9]([NH:13][C:14]3[CH:15]=[C:16]([CH:20]([OH:22])[CH3:21])[CH:17]=[CH:18][CH:19]=3)[N:8]=2)[S:5][CH:6]=1.[CH2:23]([NH2:27])[CH:24]([CH3:26])[CH3:25].C1C[O:31][CH2:30]C1.C1CCN2C(=NCCC2)CC1, predict the reaction product. The product is: [CH2:23]([NH:27][C:30]([C:2]1[CH:3]=[C:4]([C:7]2[CH:12]=[CH:11][N:10]=[C:9]([NH:13][C:14]3[CH:19]=[CH:18][CH:17]=[C:16]([CH:20]([OH:22])[CH3:21])[CH:15]=3)[N:8]=2)[S:5][CH:6]=1)=[O:31])[CH:24]([CH3:26])[CH3:25]. (3) Given the reactants ClC1C=C(C=C(Cl)C=1)C(NN)=O.[Cl:13][C:14]1[CH:15]=[C:16]([CH:25]=[C:26]([Cl:28])[CH:27]=1)[C:17]([NH:19][NH:20][C:21](=[O:24])[CH2:22][Cl:23])=O.C(Cl)CCl.C1C=CC2N(O)N=NC=2C=1, predict the reaction product. The product is: [Cl:23][CH2:22][C:21]1[O:24][C:17]([C:16]2[CH:15]=[C:14]([Cl:13])[CH:27]=[C:26]([Cl:28])[CH:25]=2)=[N:19][N:20]=1. (4) The product is: [C:6]1([C:4]#[C:5][C:1]([OH:3])=[O:2])[CH:11]=[CH:10][CH:9]=[CH:8][CH:7]=1. Given the reactants [C:1](=[O:3])=[O:2].[C:4]([C:6]1[CH:11]=[CH:10][CH:9]=[CH:8][CH:7]=1)#[CH:5], predict the reaction product. (5) Given the reactants [CH3:1][O:2][C:3]1[CH:8]=[CH:7][CH:6]=[CH:5][C:4]=1[C:9](=[O:16])[CH2:10][C:11]([O:13][CH2:14][CH3:15])=[O:12].S(Cl)([Cl:20])(=O)=O, predict the reaction product. The product is: [Cl:20][CH:10]([C:9]([C:4]1[CH:5]=[CH:6][CH:7]=[CH:8][C:3]=1[O:2][CH3:1])=[O:16])[C:11]([O:13][CH2:14][CH3:15])=[O:12]. (6) Given the reactants C[O:2][C:3](=[O:39])[CH2:4][CH2:5][NH:6][C:7](=[O:38])[C:8]1[CH:13]=[CH:12][C:11]([O:14][CH:15]([C:22]2[CH:27]=[CH:26][C:25]([C:28]3[CH:33]=[CH:32][C:31]([CH:34]([CH3:36])[CH3:35])=[CH:30][CH:29]=3)=[C:24]([CH3:37])[CH:23]=2)[CH2:16][CH2:17][CH2:18][CH:19]([CH3:21])[CH3:20])=[CH:10][CH:9]=1.[OH-].[Na+].Cl, predict the reaction product. The product is: [CH:34]([C:31]1[CH:30]=[CH:29][C:28]([C:25]2[CH:26]=[CH:27][C:22]([CH:15]([O:14][C:11]3[CH:10]=[CH:9][C:8]([C:7]([NH:6][CH2:5][CH2:4][C:3]([OH:39])=[O:2])=[O:38])=[CH:13][CH:12]=3)[CH2:16][CH2:17][CH2:18][CH:19]([CH3:21])[CH3:20])=[CH:23][C:24]=2[CH3:37])=[CH:33][CH:32]=1)([CH3:35])[CH3:36]. (7) Given the reactants [NH:1]([CH2:5][CH2:6][OH:7])[CH2:2][CH2:3][OH:4].[F:8][C:9]1[CH:16]=[CH:15][C:12]([CH2:13]Cl)=[CH:11][CH:10]=1, predict the reaction product. The product is: [F:8][C:9]1[CH:16]=[CH:15][C:12]([CH2:13][N:1]([CH2:5][CH2:6][OH:7])[CH2:2][CH2:3][OH:4])=[CH:11][CH:10]=1.